Task: Predict which catalyst facilitates the given reaction.. Dataset: Catalyst prediction with 721,799 reactions and 888 catalyst types from USPTO (1) Reactant: [NH2:1][C:2]1[N:23]=[C:22]([C:24]([O:26]CC)=[CH2:25])[CH:21]=[CH:20][C:3]=1[C:4]([NH:6][CH2:7][C:8]1[S:9][C:10]([O:13][C:14]2[CH:19]=[CH:18][CH:17]=[CH:16][CH:15]=2)=[CH:11][CH:12]=1)=[O:5].CC(C)=O.S(=O)(=O)(O)O.C(=O)(O)[O-].[Na+]. Product: [C:24]([C:22]1[CH:21]=[CH:20][C:3]([C:4]([NH:6][CH2:7][C:8]2[S:9][C:10]([O:13][C:14]3[CH:15]=[CH:16][CH:17]=[CH:18][CH:19]=3)=[CH:11][CH:12]=2)=[O:5])=[C:2]([NH2:1])[N:23]=1)(=[O:26])[CH3:25]. The catalyst class is: 84. (2) Reactant: C([O:8][C@H:9]1[C@H:14]([O:15]CC2C=CC=CC=2)[C@@H:13]([O:23]CC2C=CC=CC=2)[C@H:12]([C:31]2[CH:36]=[CH:35][C:34]([Cl:37])=[C:33]([CH2:38][C:39]3[CH:44]=[CH:43][C:42]([CH2:45][CH3:46])=[CH:41][CH:40]=3)[CH:32]=2)[C@@H:11]([OH:47])[C@@H:10]1[CH2:48][O:49]CC1C=CC=CC=1)C1C=CC=CC=1.CO.ClC1C=CC=CC=1Cl.[H][H]. Product: [Cl:37][C:34]1[CH:35]=[CH:36][C:31]([C@@H:12]2[C@@H:11]([OH:47])[C@H:10]([CH2:48][OH:49])[C@@H:9]([OH:8])[C@H:14]([OH:15])[C@H:13]2[OH:23])=[CH:32][C:33]=1[CH2:38][C:39]1[CH:40]=[CH:41][C:42]([CH2:45][CH3:46])=[CH:43][CH:44]=1. The catalyst class is: 312. (3) Reactant: [CH3:1][CH2:2][CH2:3][CH2:4][C@@H:5]([NH:9][C:10]([O:12][CH2:13][CH:14]1[C:26]2[C:21](=[CH:22][CH:23]=[CH:24][CH:25]=2)[C:20]2[C:15]1=[CH:16][CH:17]=[CH:18][CH:19]=2)=[O:11])[C:6]([OH:8])=O.N=C=N.Cl.[CH3:31][O:32][C:33](=[O:36])[CH2:34][NH2:35].C1C=NC2N(O)N=NC=2C=1.C(N(C(C)C)CC)(C)C. Product: [CH:16]1[C:15]2[CH:14]([CH2:13][O:12][C:10]([NH:9][C@@H:5]([C:6]([NH:35][CH2:34][C:33]([O:32][CH3:31])=[O:36])=[O:8])[CH2:4][CH2:3][CH2:2][CH3:1])=[O:11])[C:26]3[C:21](=[CH:22][CH:23]=[CH:24][CH:25]=3)[C:20]=2[CH:19]=[CH:18][CH:17]=1. The catalyst class is: 4. (4) Reactant: C([O:5][C:6]([C:8]1[CH:13]=[CH:12][C:11]([C:14]2[C:15]([CH3:51])([CH3:50])[C@H:16]3[C@:29]([CH3:32])([CH2:30][CH:31]=2)[C@@H:28]2[C@:19]([CH3:49])([C@@:20]4([CH3:48])[C@H:25]([CH2:26][CH2:27]2)[C@H:24]2[C@H:33]([C:36]([CH2:38][NH:39][CH2:40][CH2:41][N:42]([CH3:44])[CH3:43])=[CH2:37])[CH2:34][CH2:35][C@:23]2([C:45]([OH:47])=[O:46])[CH2:22][CH2:21]4)[CH2:18][CH2:17]3)=[CH:10][CH:9]=1)=[O:7])(C)(C)C.C(O)(C(F)(F)F)=O. Product: [C:6]([C:8]1[CH:13]=[CH:12][C:11]([C:14]2[C:15]([CH3:51])([CH3:50])[C@H:16]3[C@:29]([CH3:32])([CH2:30][CH:31]=2)[C@@H:28]2[C@:19]([CH3:49])([C@@:20]4([CH3:48])[C@H:25]([CH2:26][CH2:27]2)[C@H:24]2[C@H:33]([C:36]([CH2:38][NH:39][CH2:40][CH2:41][N:42]([CH3:44])[CH3:43])=[CH2:37])[CH2:34][CH2:35][C@:23]2([C:45]([OH:47])=[O:46])[CH2:22][CH2:21]4)[CH2:18][CH2:17]3)=[CH:10][CH:9]=1)([OH:7])=[O:5]. The catalyst class is: 2. (5) Reactant: CO[C:3](=[O:14])[C:4]1[C:9]([Cl:10])=[CH:8][C:7]([Cl:11])=[CH:6][C:5]=1[CH2:12]Br.[NH2:15][C:16]1[CH:17]=[CH:18][C:19]([O:23][CH3:24])=[C:20]([OH:22])[CH:21]=1. The catalyst class is: 3. Product: [Cl:11][C:7]1[CH:6]=[C:5]2[C:4](=[C:9]([Cl:10])[CH:8]=1)[C:3](=[O:14])[N:15]([C:16]1[CH:17]=[CH:18][C:19]([O:23][CH3:24])=[C:20]([OH:22])[CH:21]=1)[CH2:12]2. (6) Reactant: FC(F)(F)S([O-])(=O)=O.[Ca+2].FC(F)(F)S([O-])(=O)=O.[C:18]1([S:24]([N:27]2[C:39]3[CH2:38][NH:37][CH2:36][CH2:35][C:34]=3[C:33]3[C:28]2=[CH:29][CH:30]=[CH:31][CH:32]=3)(=[O:26])=[O:25])[CH:23]=[CH:22][CH:21]=[CH:20][CH:19]=1.[O:40]1[CH2:42][CH:41]1[CH:43]1[CH2:52][CH2:51][C:46]2([O:50][CH2:49][CH2:48][O:47]2)[CH2:45][CH2:44]1. Product: [C:18]1([S:24]([N:27]2[C:39]3[CH2:38][N:37]([CH2:42][CH:41]([CH:43]4[CH2:52][CH2:51][C:46]5([O:50][CH2:49][CH2:48][O:47]5)[CH2:45][CH2:44]4)[OH:40])[CH2:36][CH2:35][C:34]=3[C:33]3[C:28]2=[CH:29][CH:30]=[CH:31][CH:32]=3)(=[O:26])=[O:25])[CH:19]=[CH:20][CH:21]=[CH:22][CH:23]=1. The catalyst class is: 7. (7) Reactant: Cl[C:2]1[N:7]=[CH:6][N:5]=[C:4]([N:8]2[CH2:13][CH2:12][CH:11]([CH:14]3[CH2:19][CH2:18][N:17]([C:20]([O:22][C:23]([CH3:26])([CH3:25])[CH3:24])=[O:21])[CH2:16][CH2:15]3)[CH2:10][CH2:9]2)[CH:3]=1.[NH:27]1[CH:31]=[N:30][CH:29]=[N:28]1.C(=O)([O-])[O-].[Cs+].[Cs+]. Product: [N:27]1([C:2]2[N:7]=[CH:6][N:5]=[C:4]([N:8]3[CH2:13][CH2:12][CH:11]([CH:14]4[CH2:19][CH2:18][N:17]([C:20]([O:22][C:23]([CH3:26])([CH3:25])[CH3:24])=[O:21])[CH2:16][CH2:15]4)[CH2:10][CH2:9]3)[CH:3]=2)[CH:31]=[N:30][CH:29]=[N:28]1. The catalyst class is: 514. (8) Reactant: [CH:1]1([N:6]2[C:14]3[CH:13]=[CH:12][NH:11][C:10](=[O:15])[C:9]=3[C:8]([C:16]3[CH:17]=[C:18]([C:21]([OH:23])=O)[S:19][CH:20]=3)=[CH:7]2)[CH2:5][CH2:4][CH2:3][CH2:2]1.CC[N:26]=C=NCCCN(C)C.Cl. Product: [CH:1]1([N:6]2[C:14]3[CH:13]=[CH:12][NH:11][C:10](=[O:15])[C:9]=3[C:8]([C:16]3[CH:17]=[C:18]([C:21]([NH2:26])=[O:23])[S:19][CH:20]=3)=[CH:7]2)[CH2:5][CH2:4][CH2:3][CH2:2]1. The catalyst class is: 287. (9) Product: [NH2:45][C:46]1[C:54]([O:55][C:56]([F:57])([F:58])[F:59])=[CH:53][CH:52]=[CH:51][C:47]=1[C:48]([OH:50])=[O:49]. Reactant: C1(C(C2C=CC=CC=2)=N[C@H](C(OC(C)(C)C)=O)CC2C=CC=C(OC(F)(F)F)C=2[N+]([O-])=O)C=CC=CC=1.C(OC([NH:45][C:46]1[C:54]([O:55][C:56]([F:59])([F:58])[F:57])=[CH:53][CH:52]=[CH:51][C:47]=1[C:48]([OH:50])=[O:49])=O)(C)(C)C. The catalyst class is: 4.